Dataset: Catalyst prediction with 721,799 reactions and 888 catalyst types from USPTO. Task: Predict which catalyst facilitates the given reaction. (1) Reactant: [F:1][C:2]1[CH:7]=[CH:6][C:5]([N:8]2[C:12]([CH:13](C)C)=[C:11]([NH2:16])[CH:10]=[N:9]2)=[CH:4][CH:3]=1.[Cl:17][C:18]1[C:19]([C:28]([F:31])([F:30])[F:29])=[N:20][N:21]([CH2:24][C:25](O)=[O:26])[C:22]=1[CH3:23].C(N(C(C)C)CC)(C)C.CN(C(ON1N=NC2C=CC=NC1=2)=[N+](C)C)C.F[P-](F)(F)(F)(F)F. Product: [Cl:17][C:18]1[C:19]([C:28]([F:30])([F:29])[F:31])=[N:20][N:21]([CH2:24][C:25]([NH:16][C:11]2[CH:10]=[N:9][N:8]([C:5]3[CH:4]=[CH:3][C:2]([F:1])=[CH:7][CH:6]=3)[C:12]=2[CH3:13])=[O:26])[C:22]=1[CH3:23]. The catalyst class is: 18. (2) Reactant: [CH:1]([C@H:14]1[O:19][CH2:18][C@@H:17]([NH2:20])[CH2:16][CH2:15]1)([C:8]1[CH:13]=[CH:12][CH:11]=[CH:10][CH:9]=1)[C:2]1[CH:7]=[CH:6][CH:5]=[CH:4][CH:3]=1.[F:21][C:22]1[CH:23]=[C:24]([CH:27]=[CH:28][C:29]=1[F:30])[CH:25]=O.C(O)(=O)C.[BH3-]C#N.[Na+]. Product: [CH:1]([C@H:14]1[O:19][CH2:18][C@@H:17]([NH:20][CH2:25][C:24]2[CH:27]=[CH:28][C:29]([F:30])=[C:22]([F:21])[CH:23]=2)[CH2:16][CH2:15]1)([C:8]1[CH:13]=[CH:12][CH:11]=[CH:10][CH:9]=1)[C:2]1[CH:3]=[CH:4][CH:5]=[CH:6][CH:7]=1. The catalyst class is: 525. (3) Reactant: [CH3:1][C:2]1[C:7]([CH3:8])=[N:6][CH:5]=[CH:4][N:3]=1.[OH:9]O. Product: [CH3:1][C:2]1[C:7]([CH3:8])=[N:6][CH:5]=[CH:4][N+:3]=1[O-:9]. The catalyst class is: 15. (4) Product: [Cl:39][C:40]1[CH:41]=[C:42]([C:47]2[C:48]([NH:53][C:11]([C:4]3[S:3][C:2]([CH3:1])=[N:6][C:5]=3[C:7]([F:8])([F:9])[F:10])=[O:13])=[N:49][CH:50]=[N:51][CH:52]=2)[CH:43]=[CH:44][C:45]=1[Cl:46]. Reactant: [CH3:1][C:2]1[S:3][C:4]([C:11]([OH:13])=O)=[C:5]([C:7]([F:10])([F:9])[F:8])[N:6]=1.C1(N=C=NC2CCCCC2)CCCCC1.ON1C2C=CC=CC=2N=N1.[Cl:39][C:40]1[CH:41]=[C:42]([C:47]2[C:48]([NH2:53])=[N:49][CH:50]=[N:51][CH:52]=2)[CH:43]=[CH:44][C:45]=1[Cl:46]. The catalyst class is: 4. (5) Reactant: [CH:1]1([S:4]([NH2:7])(=[O:6])=[O:5])[CH2:3][CH2:2]1.[H-].[Na+].[F:10][C:11]1[CH:16]=[CH:15][C:14]([CH:17]2[C:26]([CH3:28])([CH3:27])[CH2:25][C:24]3[C:19](=[CH:20][CH:21]=[C:22]([C:29](O)=[O:30])[CH:23]=3)[NH:18]2)=[CH:13][C:12]=1[N:32]1[CH2:37][CH2:36][O:35][CH2:34][CH2:33]1.C(N1C=CN=C1)(N1C=CN=C1)=O. Product: [F:10][C:11]1[CH:16]=[CH:15][C:14]([CH:17]2[C:26]([CH3:28])([CH3:27])[CH2:25][C:24]3[C:19](=[CH:20][CH:21]=[C:22]([C:29]([NH:7][S:4]([CH:1]4[CH2:3][CH2:2]4)(=[O:6])=[O:5])=[O:30])[CH:23]=3)[NH:18]2)=[CH:13][C:12]=1[N:32]1[CH2:33][CH2:34][O:35][CH2:36][CH2:37]1. The catalyst class is: 9. (6) Reactant: [OH:1][C:2]1[CH:3]=[C:4]2[C:9](=[CH:10][CH:11]=1)[CH:8]=[C:7]([CH:12]=O)[CH:6]=[CH:5]2.[NH2:14][C:15]12[CH2:22][CH2:21][C:18]([C:23]([O:25][CH3:26])=[O:24])([CH2:19][CH2:20]1)[CH2:17][CH2:16]2.S([O-])([O-])(=O)=O.[Mg+2].C([BH3-])#N.[Na+]. Product: [OH:1][C:2]1[CH:3]=[C:4]2[C:9](=[CH:10][CH:11]=1)[CH:8]=[C:7]([CH2:12][NH:14][C:15]13[CH2:20][CH2:19][C:18]([C:23]([O:25][CH3:26])=[O:24])([CH2:17][CH2:16]1)[CH2:21][CH2:22]3)[CH:6]=[CH:5]2. The catalyst class is: 11. (7) Reactant: Cl.[C:2]([NH:5][C:6]1[CH:7]=[C:8]([CH:12]2[CH2:17][CH2:16][NH:15][CH2:14][CH2:13]2)[CH:9]=[CH:10][CH:11]=1)(=[O:4])[CH3:3].Br[CH2:19][CH2:20][CH2:21][OH:22].C([O-])([O-])=O.[K+].[K+].O. Product: [C:2]([NH:5][C:6]1[CH:7]=[C:8]([CH:12]2[CH2:13][CH2:14][N:15]([CH2:19][CH2:20][CH2:21][OH:22])[CH2:16][CH2:17]2)[CH:9]=[CH:10][CH:11]=1)(=[O:4])[CH3:3]. The catalyst class is: 9. (8) Reactant: [NH2:1][CH2:2][CH:3]([NH2:5])[CH3:4].CCCCCCC=CCCC.[C:17](O[C:17]([O:19][C:20]([CH3:23])([CH3:22])[CH3:21])=[O:18])([O:19][C:20]([CH3:23])([CH3:22])[CH3:21])=[O:18].O. Product: [NH2:5][C@@H:3]([CH3:4])[CH2:2][NH:1][C:17](=[O:18])[O:19][C:20]([CH3:23])([CH3:22])[CH3:21]. The catalyst class is: 4. (9) Reactant: Br[C:2]1[N:7]=[C:6]2[S:8][C:9]([NH:11][C:12](=[O:19])[C:13]3[CH:18]=[CH:17][CH:16]=[CH:15][CH:14]=3)=[N:10][C:5]2=[CH:4][CH:3]=1.[F:20][C:21]1[CH:26]=[CH:25][C:24]([CH2:27][C:28]2[C:29]([N:35]3[CH2:41][C:40]4[CH:42]=[C:43](B(O)O)[CH:44]=[CH:45][C:39]=4[O:38][CH2:37][CH2:36]3)=[N:30][CH:31]=[N:32][C:33]=2[CH3:34])=[CH:23][CH:22]=1.C(N(C(C)C)CC)(C)C.ClCCl. The catalyst class is: 42. Product: [F:20][C:21]1[CH:26]=[CH:25][C:24]([CH2:27][C:28]2[C:29]([N:35]3[CH2:41][C:40]4[CH:42]=[C:43]([C:2]5[N:7]=[C:6]6[S:8][C:9]([NH:11][C:12](=[O:19])[C:13]7[CH:18]=[CH:17][CH:16]=[CH:15][CH:14]=7)=[N:10][C:5]6=[CH:4][CH:3]=5)[CH:44]=[CH:45][C:39]=4[O:38][CH2:37][CH2:36]3)=[N:30][CH:31]=[N:32][C:33]=2[CH3:34])=[CH:23][CH:22]=1. (10) Product: [F:11][C:8]1[C:9]([F:10])=[C:2]2[C:3]([CH:4]=[N:12][NH:13]2)=[CH:6][CH:7]=1. The catalyst class is: 12. Reactant: F[C:2]1[C:9]([F:10])=[C:8]([F:11])[CH:7]=[CH:6][C:3]=1[CH:4]=O.[NH2:12][NH2:13].